Task: Predict which catalyst facilitates the given reaction.. Dataset: Catalyst prediction with 721,799 reactions and 888 catalyst types from USPTO (1) Reactant: [CH3:1][C:2]([CH3:19])([CH3:18])[CH2:3][CH2:4][N:5]1[C:9]2[N:10]=[C:11]([C:14]#[N:15])[N:12]=[CH:13][C:8]=2[CH:7]=[C:6]1[CH2:16][OH:17].CC(OI1(OC(C)=O)(OC(C)=O)OC(=O)C2C=CC=CC1=2)=O. Product: [CH3:1][C:2]([CH3:19])([CH3:18])[CH2:3][CH2:4][N:5]1[C:9]2[N:10]=[C:11]([C:14]#[N:15])[N:12]=[CH:13][C:8]=2[CH:7]=[C:6]1[CH:16]=[O:17]. The catalyst class is: 2. (2) Reactant: BrC1N=C2C=CNC2=NC=1.COC1C=C(B(O)O)C=CC=1OC.[CH3:24][O:25][C:26]1[CH:27]=[C:28]([C:34]2[N:35]=[C:36]3[C:42]([I:43])=[CH:41][NH:40][C:37]3=[N:38][CH:39]=2)[CH:29]=[CH:30][C:31]=1[O:32][CH3:33].[H-].[Na+].[S:46](Cl)([C:49]1[CH:55]=[CH:54][C:52]([CH3:53])=[CH:51][CH:50]=1)(=[O:48])=[O:47]. Product: [CH3:24][O:25][C:26]1[CH:27]=[C:28]([C:34]2[N:35]=[C:36]3[C:42]([I:43])=[CH:41][NH:40][C:37]3=[N:38][CH:39]=2)[CH:29]=[CH:30][C:31]=1[O:32][CH3:33].[CH3:24][O:25][C:26]1[CH:27]=[C:28]([C:34]2[N:35]=[C:36]3[C:42]([I:43])=[CH:41][N:40]([S:46]([C:49]4[CH:55]=[CH:54][C:52]([CH3:53])=[CH:51][CH:50]=4)(=[O:48])=[O:47])[C:37]3=[N:38][CH:39]=2)[CH:29]=[CH:30][C:31]=1[O:32][CH3:33]. The catalyst class is: 387. (3) Reactant: [O:1]=[C:2]1[C:10]2[C:5](=[CH:6][CH:7]=[CH:8][CH:9]=2)[C:4](=[O:11])[N:3]1[CH2:12][CH2:13][C:14]([NH2:16])=[S:15].[I:17][CH3:18]. Product: [IH:17].[CH3:18][S:15][C:14](=[NH:16])[CH2:13][CH2:12][N:3]1[C:4](=[O:11])[C:5]2[C:10](=[CH:9][CH:8]=[CH:7][CH:6]=2)[C:2]1=[O:1]. The catalyst class is: 21. (4) Reactant: [C:1]1([C:7]2[C:16]3[C:11](=[C:12]([C:17]([F:20])([F:19])[F:18])[CH:13]=[CH:14][CH:15]=3)[N:10]=[CH:9][C:8]=2[C:21]([OH:23])=O)[CH:6]=[CH:5][CH:4]=[CH:3][CH:2]=1.C1CN([P+](ON2N=NC3C=CC=CC2=3)(N2CCCC2)N2CCCC2)CC1.F[P-](F)(F)(F)(F)F.Cl.[CH3:58][NH:59][O:60][CH3:61].C(N(C(C)C)CC)(C)C. The catalyst class is: 136. Product: [CH3:61][O:60][N:59]([CH3:58])[C:21]([C:8]1[CH:9]=[N:10][C:11]2[C:16]([C:7]=1[C:1]1[CH:2]=[CH:3][CH:4]=[CH:5][CH:6]=1)=[CH:15][CH:14]=[CH:13][C:12]=2[C:17]([F:20])([F:19])[F:18])=[O:23]. (5) Reactant: [NH2:1][C:2]1[N:10]=[C:9]2[C:5]([NH:6][CH:7]=[N:8]2)=[C:4](Br)[N:3]=1.[F:12][C:13]1[CH:14]=[C:15]([C:19]2[C:28]3[C:23](=[CH:24][CH:25]=[CH:26][CH:27]=3)[CH:22]=[CH:21][C:20]=2[CH:29]([NH2:31])[CH3:30])[CH:16]=[N:17][CH:18]=1.C(N(CC)C(C)C)(C)C.C(O)(C(F)(F)F)=O. Product: [F:12][C:13]1[CH:14]=[C:15]([C:19]2[C:28]3[C:23](=[CH:24][CH:25]=[CH:26][CH:27]=3)[CH:22]=[CH:21][C:20]=2[CH:29]([NH:31][C:4]2[N:3]=[C:2]([NH2:1])[N:10]=[C:9]3[C:5]=2[N:6]=[CH:7][NH:8]3)[CH3:30])[CH:16]=[N:17][CH:18]=1. The catalyst class is: 8. (6) Reactant: [Cl:1][C:2]1[CH:10]=[CH:9][C:5]([C:6]([OH:8])=[O:7])=[CH:4][C:3]=1[O:11][CH3:12].[CH3:13]C1C=CC(S(O)(=O)=O)=CC=1. Product: [Cl:1][C:2]1[CH:10]=[CH:9][C:5]([C:6]([O:8][CH3:13])=[O:7])=[CH:4][C:3]=1[O:11][CH3:12]. The catalyst class is: 5.